This data is from Forward reaction prediction with 1.9M reactions from USPTO patents (1976-2016). The task is: Predict the product of the given reaction. Given the reactants [F:1][C:2]1[CH:7]=[CH:6][C:5]([CH:8]2[CH2:13][CH2:12][N:11]([C:14]([C:16]3[CH:17]=[N:18][C:19]([Cl:24])=[C:20]([Cl:23])[C:21]=3Cl)=[O:15])[CH2:10][CH2:9]2)=[CH:4][CH:3]=1.[Cl:25][C:26]1[CH:32]=[CH:31][C:29]([NH2:30])=[C:28]([CH3:33])[CH:27]=1, predict the reaction product. The product is: [Cl:23][C:20]1[C:21]([NH:30][C:29]2[CH:31]=[CH:32][C:26]([Cl:25])=[CH:27][C:28]=2[CH3:33])=[C:16]([C:14]([N:11]2[CH2:10][CH2:9][CH:8]([C:5]3[CH:4]=[CH:3][C:2]([F:1])=[CH:7][CH:6]=3)[CH2:13][CH2:12]2)=[O:15])[CH:17]=[N:18][C:19]=1[Cl:24].